From a dataset of Catalyst prediction with 721,799 reactions and 888 catalyst types from USPTO. Predict which catalyst facilitates the given reaction. (1) Reactant: Cl[C:2]1[CH:7]=[C:6]([C:8]2[S:12][C:11]([NH:13][C:14]3[CH:19]=[N:18][CH:17]=[CH:16][N:15]=3)=[N:10][C:9]=2[CH3:20])[CH:5]=[CH:4][N:3]=1.[NH:21]1[CH:25]=[CH:24][N:23]=[CH:22]1.C(=O)([O-])[O-].[Cs+].[Cs+]. Product: [N:21]1([C:2]2[CH:7]=[C:6]([C:8]3[S:12][C:11]([NH:13][C:14]4[CH:19]=[N:18][CH:17]=[CH:16][N:15]=4)=[N:10][C:9]=3[CH3:20])[CH:5]=[CH:4][N:3]=2)[CH:25]=[CH:24][N:23]=[CH:22]1. The catalyst class is: 58. (2) The catalyst class is: 9. Reactant: [Br:1][C:2]1[CH:36]=[CH:35][C:5]([CH2:6][N:7]2[C:13]3[CH:14]=[CH:15][CH:16]=[CH:17][C:12]=3[N:11]([C:18]3[CH:23]=[CH:22][C:21]([CH2:24][NH:25][C:26]([O:28][C:29]([CH3:32])([CH3:31])[CH3:30])=[O:27])=[CH:20][CH:19]=3)[C:10](=[O:33])[CH2:9][C:8]2=[O:34])=[CH:4][CH:3]=1.[H-].[Na+].Br[CH2:40][C:41]([O:43][CH3:44])=[O:42]. Product: [Br:1][C:2]1[CH:3]=[CH:4][C:5]([CH2:6][N:7]2[C:13]3[CH:14]=[CH:15][CH:16]=[CH:17][C:12]=3[N:11]([C:18]3[CH:23]=[CH:22][C:21]([CH2:24][NH:25][C:26]([O:28][C:29]([CH3:32])([CH3:30])[CH3:31])=[O:27])=[CH:20][CH:19]=3)[C:10](=[O:33])[CH:9]([CH2:40][C:41]([O:43][CH3:44])=[O:42])[C:8]2=[O:34])=[CH:35][CH:36]=1. (3) Reactant: N1CCC[C@H]1C(OC(C)(C)C)=O.CCN(CC)CC.[C:20]1([CH2:26][CH2:27][S:28]([N:31]2[CH2:42][CH2:41][CH2:40][C@H:32]2[C:33]([O:35]C(C)(C)C)=[O:34])(=[O:30])=[O:29])[CH:25]=[CH:24][CH:23]=[CH:22][CH:21]=1.C(O)=O. Product: [C:20]1([CH2:26][CH2:27][S:28]([N:31]2[CH2:42][CH2:41][CH2:40][C@H:32]2[C:33]([OH:35])=[O:34])(=[O:30])=[O:29])[CH:25]=[CH:24][CH:23]=[CH:22][CH:21]=1. The catalyst class is: 2.